This data is from Full USPTO retrosynthesis dataset with 1.9M reactions from patents (1976-2016). The task is: Predict the reactants needed to synthesize the given product. (1) Given the product [NH2:18][C:13]1[CH:12]=[C:11]2[C:16](=[CH:15][C:14]=1[F:17])[N:8]([CH2:7][C@H:5]1[CH2:4][O:3][C:2]([CH3:1])([CH3:26])[O:6]1)[C:9]([C:21]([CH3:25])([CH3:24])[CH2:22][OH:23])=[CH:10]2, predict the reactants needed to synthesize it. The reactants are: [CH3:1][C:2]1([CH3:26])[O:6][C@@H:5]([CH2:7][N:8]2[C:16]3[C:11](=[CH:12][C:13]([N+:18]([O-])=O)=[C:14]([F:17])[CH:15]=3)[CH:10]=[C:9]2[C:21]([CH3:25])([CH3:24])[CH2:22][OH:23])[CH2:4][O:3]1. (2) Given the product [F:5][C:6]1[CH:11]=[CH:10][CH:9]=[C:8]([F:12])[C:7]=1[CH2:13][CH2:14][OH:15], predict the reactants needed to synthesize it. The reactants are: CSC.B.[F:5][C:6]1[CH:11]=[CH:10][CH:9]=[C:8]([F:12])[C:7]=1[CH2:13][C:14](O)=[O:15].